Dataset: Forward reaction prediction with 1.9M reactions from USPTO patents (1976-2016). Task: Predict the product of the given reaction. (1) Given the reactants [S-2].[Na+].[Na+].[S].[Br:5][C:6]1[CH:11]=[C:10]([N+:12]([O-])=O)[CH:9]=[CH:8][C:7]=1[CH:15]([CH3:17])[CH3:16], predict the reaction product. The product is: [Br:5][C:6]1[CH:11]=[C:10]([CH:9]=[CH:8][C:7]=1[CH:15]([CH3:17])[CH3:16])[NH2:12]. (2) Given the reactants [C:1]1([N:7]([C:22]2[CH:27]=[CH:26][CH:25]=[CH:24][CH:23]=2)[C:8](=[O:21])[CH2:9][N:10]2[CH:15]=[CH:14][CH:13]=[C:12]([C:16]([O:18]C)=[O:17])[C:11]2=[O:20])[CH:6]=[CH:5][CH:4]=[CH:3][CH:2]=1.[OH-].[Na+], predict the reaction product. The product is: [C:22]1([N:7]([C:1]2[CH:6]=[CH:5][CH:4]=[CH:3][CH:2]=2)[C:8](=[O:21])[CH2:9][N:10]2[CH:15]=[CH:14][CH:13]=[C:12]([C:16]([OH:18])=[O:17])[C:11]2=[O:20])[CH:27]=[CH:26][CH:25]=[CH:24][CH:23]=1.